Dataset: Experimentally validated miRNA-target interactions with 360,000+ pairs, plus equal number of negative samples. Task: Binary Classification. Given a miRNA mature sequence and a target amino acid sequence, predict their likelihood of interaction. The miRNA is hsa-miR-4266 with sequence CUAGGAGGCCUUGGCC. The protein sequence of the target gene is MSDLRRKGWWNVPDYFYSPLVFDMEEDQEDYIFGPDDEYLHTLEVHSNTLIQLERWFSPTGQTRVTVVGPLKARLWVMDMIRKVGSKNTLDKIKGKLMLLHIRSHPLTDQDLQIHLISGSSCWFPD. Result: 0 (no interaction).